From a dataset of Full USPTO retrosynthesis dataset with 1.9M reactions from patents (1976-2016). Predict the reactants needed to synthesize the given product. (1) Given the product [Cl:20][C:9]1[N:8]=[N:7][C:6]([CH2:5][Cl:25])=[C:11]([CH2:12][CH2:13][CH3:14])[C:10]=1[CH:15]1[O:19][CH2:18][CH2:17][O:16]1, predict the reactants needed to synthesize it. The reactants are: C(O[CH2:5][C:6]1[N:7]=[N:8][C:9]([Cl:20])=[C:10]([CH:15]2[O:19][CH2:18][CH2:17][O:16]2)[C:11]=1[CH2:12][CH2:13][CH3:14])(=O)C.[Li+].[OH-].O=S(Cl)[Cl:25]. (2) Given the product [NH:6]1[CH:5]=[CH:4][N:3]=[C:2]1[C:12]1[CH:13]=[CH:14][C:8]([CH3:7])=[C:9]([CH:11]=1)[NH2:10], predict the reactants needed to synthesize it. The reactants are: Br[C:2]1[NH:3][CH:4]=[CH:5][N:6]=1.[CH3:7][C:8]1[CH:14]=[CH:13][C:12](B2OC(C)(C)C(C)(C)O2)=[CH:11][C:9]=1[NH2:10].C([O-])([O-])=O.[Cs+].[Cs+]. (3) Given the product [Br:16][C:5]1[O:1][C:2]([C:6]2[CH:7]=[CH:8][C:9]([C:10]([O:12][CH3:13])=[O:11])=[CH:14][CH:15]=2)=[N:3][CH:4]=1, predict the reactants needed to synthesize it. The reactants are: [O:1]1[CH2:5][CH2:4][N:3]=[C:2]1[C:6]1[CH:15]=[CH:14][C:9]([C:10]([O:12][CH3:13])=[O:11])=[CH:8][CH:7]=1.[Br:16]N1C(=O)CCC1=O. (4) Given the product [O:1]=[C:2]1[N:10]([CH2:11][CH2:12][CH3:13])[C:9]2[N:8]=[C:7]([C:14]34[CH2:21][C:18]([CH2:22][CH2:23][C:24]([OH:26])=[O:25])([CH2:19][CH2:20]3)[CH2:17][CH2:16][CH2:15]4)[NH:6][C:5]=2[C:4](=[O:27])[N:3]1[CH2:28][CH2:29][CH3:30], predict the reactants needed to synthesize it. The reactants are: [O:1]=[C:2]1[N:10]([CH2:11][CH2:12][CH3:13])[C:9]2[N:8]=[C:7]([C:14]34[CH2:21][C:18]([CH:22]=[CH:23][C:24]([OH:26])=[O:25])([CH2:19][CH2:20]3)[CH2:17][CH2:16][CH2:15]4)[NH:6][C:5]=2[C:4](=[O:27])[N:3]1[CH2:28][CH2:29][CH3:30]. (5) Given the product [F:3][C:4]1[CH:9]=[CH:8][C:7]([CH:10]([NH:23][C:24](=[O:30])[O:25][C:26]([CH3:28])([CH3:27])[CH3:29])[CH:11]([OH:22])[C:12]2[CH:13]=[CH:14][CH:15]=[C:16]3[C:21]=2[N:20]=[CH:19][CH:18]=[CH:17]3)=[CH:6][CH:5]=1, predict the reactants needed to synthesize it. The reactants are: [BH4-].[Na+].[F:3][C:4]1[CH:9]=[CH:8][C:7]([CH:10]([NH:23][C:24](=[O:30])[O:25][C:26]([CH3:29])([CH3:28])[CH3:27])[C:11](=[O:22])[C:12]2[CH:13]=[CH:14][CH:15]=[C:16]3[C:21]=2[N:20]=[CH:19][CH:18]=[CH:17]3)=[CH:6][CH:5]=1.P([O-])(O)(O)=O.[Na+]. (6) Given the product [CH:1]1([O:6][C:7]2[CH:8]=[C:9]([C:13]3[N:14]=[C:15]([CH2:18][O:19][C:20]4[CH:31]=[CH:30][C:23]([O:24][CH2:25][C:26]([OH:28])=[O:27])=[C:22]([CH3:32])[CH:21]=4)[S:16][CH:17]=3)[CH:10]=[CH:11][CH:12]=2)[CH2:2][CH2:3][CH2:4][CH2:5]1, predict the reactants needed to synthesize it. The reactants are: [CH:1]1([O:6][C:7]2[CH:8]=[C:9]([C:13]3[N:14]=[C:15]([CH2:18][O:19][C:20]4[CH:31]=[CH:30][C:23]([O:24][CH2:25][C:26]([O:28]C)=[O:27])=[C:22]([CH3:32])[CH:21]=4)[S:16][CH:17]=3)[CH:10]=[CH:11][CH:12]=2)[CH2:5][CH2:4][CH2:3][CH2:2]1.[Li+].[OH-].Cl.CCOC(C)=O. (7) Given the product [CH3:1][O:2][C:3]1[CH:10]=[C:9]([O:11][CH3:12])[CH:8]=[CH:7][C:4]=1[CH2:5][NH:6][C:27]1[C:22]([C:20]#[N:21])=[N:23][CH:24]=[CH:25][CH:26]=1, predict the reactants needed to synthesize it. The reactants are: [CH3:1][O:2][C:3]1[CH:10]=[C:9]([O:11][CH3:12])[CH:8]=[CH:7][C:4]=1[CH2:5][NH2:6].C(N(CC)CC)C.[C:20]([C:22]1[C:27](F)=[CH:26][CH:25]=[CH:24][N:23]=1)#[N:21]. (8) Given the product [CH3:1][C:2]1[C:10]2[C:5](=[CH:6][CH:7]=[C:8]([C:11]([N:13]3[CH2:14][CH2:15][C:16]4([CH2:27][C:26](=[O:28])[C:25]5[C:20](=[CH:21][CH:22]=[C:23]([C:29]6[CH:30]=[N:31][N:32]([CH3:34])[CH:33]=6)[CH:24]=5)[O:19]4)[CH2:17][CH2:18]3)=[O:12])[CH:9]=2)[N:4]([C:43]2[CH:44]=[C:39]([CH:40]=[CH:41][CH:42]=2)[C:37]([O:36][CH3:35])=[O:38])[N:3]=1, predict the reactants needed to synthesize it. The reactants are: [CH3:1][C:2]1[C:10]2[C:5](=[CH:6][CH:7]=[C:8]([C:11]([N:13]3[CH2:18][CH2:17][C:16]4([CH2:27][C:26](=[O:28])[C:25]5[C:20](=[CH:21][CH:22]=[C:23]([C:29]6[CH:30]=[N:31][N:32]([CH3:34])[CH:33]=6)[CH:24]=5)[O:19]4)[CH2:15][CH2:14]3)=[O:12])[CH:9]=2)[NH:4][N:3]=1.[CH3:35][O:36][C:37]([C:39]1[CH:40]=[C:41](B(O)O)[CH:42]=[CH:43][CH:44]=1)=[O:38].COC(C1C=CC(B(O)O)=CC=1)=O. (9) Given the product [CH:1]1([C:4]2[CH:5]=[C:6]([CH2:7][N:8]3[CH2:9][C:10]4([CH2:15][C:14]([N:16]5[CH2:21][CH2:20][C:19]([CH3:27])([C:22]([OH:24])=[O:23])[CH2:18][CH2:17]5)=[N:13][O:12]4)[CH2:11]3)[CH:28]=[C:29]([O:32][CH2:33][CH3:34])[C:30]=2[C:41]2[CH:42]=[CH:43][C:38]([CH2:37][O:36][CH3:35])=[CH:39][CH:40]=2)[CH2:2][CH2:3]1, predict the reactants needed to synthesize it. The reactants are: [CH:1]1([C:4]2[CH:5]=[C:6]([CH:28]=[C:29]([O:32][CH2:33][CH3:34])[C:30]=2I)[CH2:7][N:8]2[CH2:11][C:10]3([CH2:15][C:14]([N:16]4[CH2:21][CH2:20][C:19]([CH3:27])([C:22]([O:24]CC)=[O:23])[CH2:18][CH2:17]4)=[N:13][O:12]3)[CH2:9]2)[CH2:3][CH2:2]1.[CH3:35][O:36][CH2:37][C:38]1[CH:43]=[CH:42][C:41](B(O)O)=[CH:40][CH:39]=1.